The task is: Predict the reaction yield, written as a fraction of the theoretical maximum amount of product (1.0 means a 100% yield; for example, 0.34 means a 34% yield).. This data is from Reaction yield outcomes from USPTO patents with 853,638 reactions. (1) The reactants are [O:1]=[C:2]1[C@H:6]([NH:7][C:8](=[O:17])[O:9][CH2:10][C:11]2[CH:16]=[CH:15][CH:14]=[CH:13][CH:12]=2)[CH2:5][C:4](=[O:18])[O:3]1.[BH4-].[Na+]. The catalyst is C1COCC1. The product is [CH2:10]([O:9][C:8]([NH:7][C@@H:6]([CH2:2][OH:1])[CH2:5][C:4]([OH:18])=[O:3])=[O:17])[C:11]1[CH:12]=[CH:13][CH:14]=[CH:15][CH:16]=1. The yield is 0.850. (2) The reactants are Cl[C:2]([O:4][CH2:5][CH3:6])=[O:3].C(N(CC)CC)C.FC(F)(F)C(O)=O.[NH2:21][CH2:22][CH2:23][C:24]1[S:28]/[C:27](=[N:29]\[S:30]([C:33]2[CH:42]=[CH:41][CH:40]=[CH:39][C:34]=2[C:35]([O:37][CH3:38])=[O:36])(=[O:32])=[O:31])/[N:26]([CH2:43][C:44]2[C:53]3[C:48](=[CH:49][CH:50]=[CH:51][CH:52]=3)[CH:47]=[CH:46][CH:45]=2)[CH:25]=1.[Cl-].[Na+]. The catalyst is ClCCl. The product is [CH2:5]([O:4][C:2]([NH:21][CH2:22][CH2:23][C:24]1[S:28]/[C:27](=[N:29]\[S:30]([C:33]2[CH:42]=[CH:41][CH:40]=[CH:39][C:34]=2[C:35]([O:37][CH3:38])=[O:36])(=[O:31])=[O:32])/[N:26]([CH2:43][C:44]2[C:53]3[C:48](=[CH:49][CH:50]=[CH:51][CH:52]=3)[CH:47]=[CH:46][CH:45]=2)[CH:25]=1)=[O:3])[CH3:6]. The yield is 0.438. (3) The reactants are [Cl:1][C:2]1[CH:3]=[C:4]([NH:11][C:12]2[CH:17]=[CH:16][CH:15]=[C:14]([N:18]3[CH2:23][CH2:22][CH2:21][CH2:20][CH2:19]3)[N:13]=2)[C:5]2[N:6]([CH:8]=[CH:9][N:10]=2)[N:7]=1.[C:24]1(B(O)O)[CH:29]=[CH:28][CH:27]=[CH:26][CH:25]=1.CC(C1C=C(C(C)C)C(C2C=CC=CC=2P(C2CCCCC2)C2CCCCC2)=C(C(C)C)C=1)C.C([O-])([O-])=O.[K+].[K+]. The yield is 0.583. The product is [ClH:1].[C:24]1([C:2]2[CH:3]=[C:4]([NH:11][C:12]3[CH:17]=[CH:16][CH:15]=[C:14]([N:18]4[CH2:23][CH2:22][CH2:21][CH2:20][CH2:19]4)[N:13]=3)[C:5]3[N:6]([CH:8]=[CH:9][N:10]=3)[N:7]=2)[CH:29]=[CH:28][CH:27]=[CH:26][CH:25]=1. The catalyst is O1CCOCC1.O.CO.Cl.C1C=CC(/C=C/C(/C=C/C2C=CC=CC=2)=O)=CC=1.C1C=CC(/C=C/C(/C=C/C2C=CC=CC=2)=O)=CC=1.C1C=CC(/C=C/C(/C=C/C2C=CC=CC=2)=O)=CC=1.[Pd].[Pd]. (4) The reactants are C([O:4][CH2:5][CH2:6][CH2:7][C@H:8]([N:18]([C:20]([O:22][C:23]([CH3:26])([CH3:25])[CH3:24])=[O:21])[CH3:19])[CH2:9][O:10][Si:11]([C:14]([CH3:17])([CH3:16])[CH3:15])([CH3:13])[CH3:12])(=O)C.[OH-].[Na+]. The catalyst is C1COCC1.CO.CCOC(C)=O. The product is [Si:11]([O:10][CH2:9][C@@H:8]([N:18]([CH3:19])[C:20](=[O:21])[O:22][C:23]([CH3:26])([CH3:25])[CH3:24])[CH2:7][CH2:6][CH2:5][OH:4])([C:14]([CH3:16])([CH3:15])[CH3:17])([CH3:12])[CH3:13]. The yield is 0.880. (5) The reactants are Cl[Si:2](Cl)([CH:6]([CH3:8])[CH3:7])[CH:3]([CH3:5])[CH3:4].[F:10][C:11]([F:17])([F:16])[S:12]([OH:15])(=[O:14])=[O:13].Cl. No catalyst specified. The product is [F:10][C:11]([F:17])([F:16])[S:12]([O:15][Si:2]([O:15][S:12]([C:11]([F:17])([F:16])[F:10])(=[O:14])=[O:13])([CH:6]([CH3:8])[CH3:7])[CH:3]([CH3:5])[CH3:4])(=[O:14])=[O:13]. The yield is 0.600. (6) The reactants are C(O[C:4](=[O:21])[CH2:5][C:6]([CH:8]1[CH2:13][CH2:12][N:11]([C:14]([O:16][C:17]([CH3:20])([CH3:19])[CH3:18])=[O:15])[CH2:10][CH2:9]1)=O)C.[F:22][C:23]([F:35])([F:34])[C:24]1[CH:25]=[CH:26][CH:27]=[C:28]2[C:32]=1[NH:31][N:30]=[C:29]2[NH2:33].P([O-])([O-])([O-])=O.[K+].[K+].[K+].Cl. The catalyst is COCC(O)C.O. The product is [O:21]=[C:4]1[CH:5]=[C:6]([CH:8]2[CH2:9][CH2:10][N:11]([C:14]([O:16][C:17]([CH3:18])([CH3:19])[CH3:20])=[O:15])[CH2:12][CH2:13]2)[N:30]2[N:31]=[C:32]3[C:28]([CH:27]=[CH:26][CH:25]=[C:24]3[C:23]([F:34])([F:22])[F:35])=[C:29]2[NH:33]1. The yield is 0.120. (7) The reactants are [CH3:1][O:2][C:3](=[O:19])[C:4]1[CH:9]=[C:8]([O:10][CH2:11][C:12]2[CH:17]=[CH:16][CH:15]=[CH:14][CH:13]=2)[CH:7]=[CH:6][C:5]=1Br.[CH2:20]([OH:23])[C:21]#[CH:22]. The catalyst is C(N(CC)CC)C.[Cu]I.Cl[Pd](Cl)([P](C1C=CC=CC=1)(C1C=CC=CC=1)C1C=CC=CC=1)[P](C1C=CC=CC=1)(C1C=CC=CC=1)C1C=CC=CC=1. The product is [CH3:1][O:2][C:3](=[O:19])[C:4]1[CH:9]=[C:8]([O:10][CH2:11][C:12]2[CH:17]=[CH:16][CH:15]=[CH:14][CH:13]=2)[CH:7]=[CH:6][C:5]=1[C:22]#[C:21][CH2:20][OH:23]. The yield is 0.720. (8) The reactants are C[Si](C)(C)N[Si](C)(C)C.C(OC(=O)C[C:15]1[C:24]2[C:19](=[CH:20][CH:21]=[CH:22][CH:23]=2)[CH:18]=[C:17]([Cl:25])[N:16]=1)C.[Li]CCCC.C1(P(C2CCCCC2)C2C=CC=CC=2C2C=CC=CC=2N(C)C)CCCCC1.[C:60]([O:64][C:65](=[O:67])[CH3:66])([CH3:63])([CH3:62])[CH3:61].ClC1C2C(=CC=CC=2)C=C(Cl)N=1. The catalyst is C1(C)C=CC=CC=1.C1C=CC(/C=C/C(/C=C/C2C=CC=CC=2)=O)=CC=1.C1C=CC(/C=C/C(/C=C/C2C=CC=CC=2)=O)=CC=1.C1C=CC(/C=C/C(/C=C/C2C=CC=CC=2)=O)=CC=1.[Pd].[Pd]. The product is [C:60]([O:64][C:65](=[O:67])[CH2:66][C:15]1[C:24]2[C:19](=[CH:20][CH:21]=[CH:22][CH:23]=2)[CH:18]=[C:17]([Cl:25])[N:16]=1)([CH3:63])([CH3:62])[CH3:61]. The yield is 1.00. (9) The product is [CH3:1][O:2][C:3]([C:5]1[N:6]=[CH:7][C:8]([N:11]2[CH2:16][CH2:15][N:14]([C:17]3[N:18]=[N:19][C:20]([CH2:35][C:36]4[CH:41]=[CH:40][CH:39]=[CH:38][N:37]=4)=[C:21]([CH3:24])[C:22]=3[CH3:23])[CH2:13][C@H:12]2[CH3:26])=[N:9][CH:10]=1)=[O:4]. The yield is 0.0540. The catalyst is [O-]S(C(F)(F)F)(=O)=O.[Pd+2].[O-]S(C(F)(F)F)(=O)=O.C1(C)C=CC=CC=1. The reactants are [CH3:1][O:2][C:3]([C:5]1[N:6]=[CH:7][C:8]([N:11]2[CH2:16][CH2:15][N:14]([C:17]3[N:18]=[N:19][C:20](Cl)=[C:21]([CH3:24])[C:22]=3[CH3:23])[CH2:13][C@H:12]2[CH3:26])=[N:9][CH:10]=1)=[O:4].CC(C([CH2:35][C:36]1[CH:41]=[CH:40][CH:39]=[CH:38][N:37]=1)(O)C(C)C)C.C(=O)([O-])[O-].[Cs+].[Cs+].C1(P(C2CCCCC2)C2CCCCC2)CCCCC1. (10) The reactants are [CH3:1][O:2][C:3]([C:5]1[C:13]2[N:12]=[C:11]([NH2:14])[NH:10][C:9]=2[CH:8]=[CH:7][CH:6]=1)=[O:4].CO[C:17](=O)[C:18]1C=C(C)C=C([N+]([O-])=O)[C:19]=1N. No catalyst specified. The product is [CH3:1][O:2][C:3]([C:5]1[C:13]2[N:12]=[C:11]([NH2:14])[NH:10][C:9]=2[CH:8]=[C:7]([CH2:17][CH2:18][CH3:19])[CH:6]=1)=[O:4]. The yield is 0.850.